Dataset: Reaction yield outcomes from USPTO patents with 853,638 reactions. Task: Predict the reaction yield, written as a fraction of the theoretical maximum amount of product (1.0 means a 100% yield; for example, 0.34 means a 34% yield). (1) The reactants are CC([C:4]1[CH:9]=[CH:8][C:7]([F:10])=[CH:6][CH:5]=1)=O.C=O.[ClH:13].[CH3:14][NH:15][CH3:16].[CH3:17][C:18]([CH3:20])=[O:19]. The catalyst is C(O)C. The product is [ClH:13].[F:10][C:7]1[CH:8]=[CH:9][C:4]([CH2:17][C:18](=[O:19])[CH2:20][N:15]([CH3:16])[CH3:14])=[CH:5][CH:6]=1. The yield is 0.510. (2) The reactants are [C:1]([NH:9][C:10]1[C:11]2[N:12]=[CH:13][N:14]([C:33]=2[N:34]=[CH:35][N:36]=1)[C@@H:15]1[O:32][C@H:22]([CH2:23][O:24][Si](C(C)(C)C)(C)C)[C@@H:17]([O:18][CH2:19]SC)[CH2:16]1)(=[O:8])[C:2]1[CH:7]=[CH:6][CH:5]=[CH:4][CH:3]=1.C1CCCCC=1.C(NC1C2N=CN(C=2N=CN=1)[C@@H]1O[C@H](CO[Si](C(C)(C)C)(C)C)[C@@H](O)C1)(=O)C1C=CC=CC=1.[N-:76]=[N+:77]=[N-:78].[Na+].[NH4+].[F-]. The catalyst is C(Cl)Cl. The product is [C:1]([NH:9][C:10]1[C:11]2[N:12]=[CH:13][N:14]([C:33]=2[N:34]=[CH:35][N:36]=1)[C@@H:15]1[O:32][C@H:22]([CH2:23][OH:24])[C@@H:17]([O:18][CH2:19][N:76]=[N+:77]=[N-:78])[CH2:16]1)(=[O:8])[C:2]1[CH:7]=[CH:6][CH:5]=[CH:4][CH:3]=1. The yield is 0.480.